Dataset: Full USPTO retrosynthesis dataset with 1.9M reactions from patents (1976-2016). Task: Predict the reactants needed to synthesize the given product. (1) Given the product [C:21]([C:18]1[CH:19]=[CH:20][C:15]([C:3]2[N:4]=[C:5]3[CH:10]=[CH:9][CH:8]=[C:7]([C:11]([O:13][CH3:14])=[O:12])[N:6]3[C:2]=2/[CH:52]=[CH:53]/[O:54][CH2:55][CH3:56])=[CH:16][CH:17]=1)#[N:22], predict the reactants needed to synthesize it. The reactants are: Br[C:2]1[N:6]2[C:7]([C:11]([O:13][CH3:14])=[O:12])=[CH:8][CH:9]=[CH:10][C:5]2=[N:4][C:3]=1[C:15]1[CH:20]=[CH:19][C:18]([C:21]#[N:22])=[CH:17][CH:16]=1.C([O-])([O-])=O.[Cs+].[Cs+].F[B-](F)(F)F.C([PH+](C(C)(C)C)C(C)(C)C)(C)(C)C.C([Sn](CCCC)(CCCC)/[CH:52]=[CH:53]\[O:54][CH2:55][CH3:56])CCC.C([O-])(O)=O.[Na+]. (2) Given the product [CH:16]1[C:8]2[C:9]3[CH2:15][CH2:14][CH2:13][CH2:12][C:10]=3[O:11][C:7]=2[CH:6]=[CH:5][C:4]=1[NH2:1], predict the reactants needed to synthesize it. The reactants are: [N+:1]([C:4]1[CH:5]=[CH:6][C:7]2[O:11][C:10]3[CH2:12][CH2:13][CH2:14][CH2:15][C:9]=3[C:8]=2[CH:16]=1)([O-])=O.